This data is from NCI-60 drug combinations with 297,098 pairs across 59 cell lines. The task is: Regression. Given two drug SMILES strings and cell line genomic features, predict the synergy score measuring deviation from expected non-interaction effect. Drug 1: C1=CC=C(C(=C1)C(C2=CC=C(C=C2)Cl)C(Cl)Cl)Cl. Drug 2: CC12CCC3C(C1CCC2OP(=O)(O)O)CCC4=C3C=CC(=C4)OC(=O)N(CCCl)CCCl.[Na+]. Cell line: CAKI-1. Synergy scores: CSS=-4.65, Synergy_ZIP=0.932, Synergy_Bliss=-1.12, Synergy_Loewe=-1.04, Synergy_HSA=-2.07.